Dataset: Forward reaction prediction with 1.9M reactions from USPTO patents (1976-2016). Task: Predict the product of the given reaction. (1) Given the reactants [CH3:1][O:2][C:3](=[O:26])[CH2:4][C:5]1[CH:10]=[C:9]([Cl:11])[CH:8]=[C:7]([O:12][C:13]2[CH:18]=[CH:17][C:16]([NH2:19])=[CH:15][C:14]=2[CH2:20][S:21][C:22]([CH3:25])([CH3:24])[CH3:23])[CH:6]=1.[C:27](Cl)(=[O:32])[C:28]([CH3:31])([CH3:30])[CH3:29], predict the reaction product. The product is: [CH3:1][O:2][C:3](=[O:26])[CH2:4][C:5]1[CH:10]=[C:9]([Cl:11])[CH:8]=[C:7]([O:12][C:13]2[CH:18]=[CH:17][C:16]([NH:19][C:27](=[O:32])[C:28]([CH3:31])([CH3:30])[CH3:29])=[CH:15][C:14]=2[CH2:20][S:21][C:22]([CH3:23])([CH3:25])[CH3:24])[CH:6]=1. (2) The product is: [O:24]1[C:28]2[CH:29]=[CH:30][CH:31]=[CH:32][C:27]=2[CH:26]=[C:25]1[CH:33]([C:19]1[C:18]([O:17][CH3:16])=[CH:23][CH:22]=[CH:21][N:20]=1)[NH:34][S:35]([C:38]1[CH:48]=[CH:47][C:41]2[O:42][CH2:43][CH2:44][CH2:45][O:46][C:40]=2[CH:39]=1)(=[O:36])=[O:37]. Given the reactants BrC1C(C)=CC(C)=CC=1C.C([Li])(C)(C)C.[CH3:16][O:17][C:18]1[CH:19]=[N:20][CH:21]=[CH:22][CH:23]=1.[O:24]1[C:28]2[CH:29]=[CH:30][CH:31]=[CH:32][C:27]=2[CH:26]=[C:25]1[CH:33]=[N:34][S:35]([C:38]1[CH:48]=[CH:47][C:41]2[O:42][CH2:43][CH2:44][CH2:45][O:46][C:40]=2[CH:39]=1)(=[O:37])=[O:36], predict the reaction product. (3) The product is: [C:31]1([NH:32][C:33]([N:13]2[CH2:12][CH2:11][N:10]([CH2:14][C:15]3[CH:20]=[CH:19][C:18]([C:21]4[CH:26]=[CH:25][CH:24]=[CH:23][C:22]=4[C:27]([F:30])([F:28])[F:29])=[CH:17][CH:16]=3)[CH2:9][CH:8]2[CH2:1][C:2]2[CH:7]=[CH:6][CH:5]=[CH:4][CH:3]=2)=[O:34])[CH:9]=[CH:8][CH:1]=[CH:2][CH:3]=1. Given the reactants [CH2:1]([CH:8]1[NH:13][CH2:12][CH2:11][N:10]([CH2:14][C:15]2[CH:20]=[CH:19][C:18]([C:21]3[CH:26]=[CH:25][CH:24]=[CH:23][C:22]=3[C:27]([F:30])([F:29])[F:28])=[CH:17][CH:16]=2)[CH2:9]1)[C:2]1[CH:7]=[CH:6][CH:5]=[CH:4][CH:3]=1.[CH3:31][N:32]=[C:33]=[O:34], predict the reaction product.